Dataset: Catalyst prediction with 721,799 reactions and 888 catalyst types from USPTO. Task: Predict which catalyst facilitates the given reaction. Reactant: [Br:1][C:2]1[C:3]([CH3:10])=[C:4]([NH2:9])[C:5]([NH2:8])=[N:6][CH:7]=1.[CH:11]([CH:13]=O)=O.O. Product: [Br:1][C:2]1[CH:7]=[N:6][C:5]2=[N:8][CH:11]=[CH:13][N:9]=[C:4]2[C:3]=1[CH3:10]. The catalyst class is: 40.